From a dataset of Full USPTO retrosynthesis dataset with 1.9M reactions from patents (1976-2016). Predict the reactants needed to synthesize the given product. (1) Given the product [CH2:34]([N:7]([C:5]1[CH:6]=[CH:1][CH:2]=[CH:3][N:4]=1)[C:8]1[CH:9]=[CH:10][CH:11]=[CH:12][N:13]=1)[CH2:33][CH2:32][CH2:31][CH2:30][CH2:29][CH2:28][CH2:27][CH2:26][CH2:25][CH2:24][CH2:23][CH2:22][CH2:21][CH2:20][CH2:19][CH2:18][CH3:17], predict the reactants needed to synthesize it. The reactants are: [CH:1]1[CH:6]=[C:5]([NH:7][C:8]2[N:13]=[CH:12][CH:11]=[CH:10][CH:9]=2)[N:4]=[CH:3][CH:2]=1.[OH-].[K+].I[CH2:17][CH2:18][CH2:19][CH2:20][CH2:21][CH2:22][CH2:23][CH2:24][CH2:25][CH2:26][CH2:27][CH2:28][CH2:29][CH2:30][CH2:31][CH2:32][CH2:33][CH3:34]. (2) The reactants are: C[N+]1(C2N=C(OC)N=C(OC)N=2)CCOCC1.[Cl-].[Cl:19][C:20]1[CH:25]=[CH:24][C:23]([OH:26])=[C:22]([NH2:27])[CH:21]=1.[C:28]([O:32][C:33]([N:35]1[CH:40]([CH3:41])[CH2:39][CH2:38][CH:37]([C:42](O)=[O:43])[CH2:36]1)=[O:34])([CH3:31])([CH3:30])[CH3:29]. Given the product [Cl:19][C:20]1[CH:25]=[CH:24][C:23]([OH:26])=[C:22]([NH:27][C:42]([CH:37]2[CH2:36][N:35]([C:33]([O:32][C:28]([CH3:31])([CH3:30])[CH3:29])=[O:34])[CH:40]([CH3:41])[CH2:39][CH2:38]2)=[O:43])[CH:21]=1, predict the reactants needed to synthesize it. (3) Given the product [F:1][C:2]1[C:9]([F:10])=[C:8]([NH:14][NH2:15])[C:7]([F:12])=[C:6]([F:13])[C:3]=1[C:4]#[N:5], predict the reactants needed to synthesize it. The reactants are: [F:1][C:2]1[C:9]([F:10])=[C:8](F)[C:7]([F:12])=[C:6]([F:13])[C:3]=1[C:4]#[N:5].[NH2:14][NH2:15].CCN(C(C)C)C(C)C. (4) Given the product [C:16]([NH:1][C@H:2]([CH2:6][O:7][CH:8]([F:10])[F:9])[C:3]([OH:5])=[O:4])(=[O:18])[CH3:17], predict the reactants needed to synthesize it. The reactants are: [NH2:1][C@H:2]([CH2:6][O:7][CH:8]([F:10])[F:9])[C:3]([OH:5])=[O:4].C(=O)(O)[O-].[Na+].[C:16](OC(=O)C)(=[O:18])[CH3:17].Cl. (5) Given the product [CH3:1][O:2][C:3](=[O:20])[C:4]1[CH:5]=[C:6]([N:13]2[CH2:17][CH2:16][CH2:15][C:14]2=[O:19])[CH:7]=[C:8]([N+:10]([O-:12])=[O:11])[CH:9]=1, predict the reactants needed to synthesize it. The reactants are: [CH3:1][O:2][C:3](=[O:20])[C:4]1[CH:9]=[C:8]([N+:10]([O-:12])=[O:11])[CH:7]=[C:6]([NH:13][C:14](=[O:19])[CH2:15][CH2:16][CH2:17]Cl)[CH:5]=1.[H-].[Na+].CO. (6) Given the product [C:14]([C:4]1[CH:3]=[C:2]([NH:1][C:27]([NH:26][C:21]2[CH:22]=[CH:23][C:24]([Cl:25])=[C:19]([Cl:18])[CH:20]=2)=[O:28])[NH:6][N:5]=1)([CH3:15])([CH3:16])[CH3:17], predict the reactants needed to synthesize it. The reactants are: [NH2:1][C:2]1[N:6](C(OC(C)(C)C)=O)[N:5]=[C:4]([C:14]([CH3:17])([CH3:16])[CH3:15])[CH:3]=1.[Cl:18][C:19]1[CH:20]=[C:21]([N:26]=[C:27]=[O:28])[CH:22]=[CH:23][C:24]=1[Cl:25]. (7) Given the product [CH3:17][CH:14]1[CH2:15][CH2:16][N:7]2[C:8](=[N:9][C:10]3[C:5]([C:6]2=[O:18])=[CH:4][CH:3]=[C:2](/[CH:19]=[CH:20]/[C:21]2[CH:22]=[CH:23][CH:24]=[CH:25][N:53]=2)[CH:11]=3)[CH2:12][CH2:13]1, predict the reactants needed to synthesize it. The reactants are: Br[C:2]1[CH:11]=[C:10]2[C:5]([C:6](=[O:18])[N:7]3[CH2:16][CH2:15][CH:14]([CH3:17])[CH2:13][CH2:12][C:8]3=[N:9]2)=[CH:4][CH:3]=1.[CH2:19]=[CH:20][C:21]1C=[CH:25][CH:24]=[CH:23][CH:22]=1.C([O-])([O-])=O.[Cs+].[Cs+].C1C=CC(P(C2C=CC=CC=2)C2C=CC=CC=2)=CC=1.C[N:53](C=O)C.